This data is from Full USPTO retrosynthesis dataset with 1.9M reactions from patents (1976-2016). The task is: Predict the reactants needed to synthesize the given product. (1) Given the product [Cl:1][C:2]1[C:3]2[N:4]([C:10]([C@H:12]3[CH2:17][N:16]([C:18]([O:20][CH2:21][C:22]4[CH:27]=[CH:26][CH:25]=[CH:24][CH:23]=4)=[O:19])[C@@H:15]([CH2:28][O:29][CH3:30])[CH2:14][CH2:13]3)=[N:9][CH:8]=2)[CH:5]=[CH:6][N:7]=1, predict the reactants needed to synthesize it. The reactants are: [Cl:1][C:2]1[C:3]([CH2:8][NH:9][C:10]([C@@H:12]2[CH2:17][N:16]([C:18]([O:20][CH2:21][C:22]3[CH:27]=[CH:26][CH:25]=[CH:24][CH:23]=3)=[O:19])[C@H:15]([CH2:28][O:29][CH3:30])[CH2:14][CH2:13]2)=O)=[N:4][CH:5]=[CH:6][N:7]=1.O=P(Cl)(Cl)Cl.CN(C=O)C.C([O-])(O)=O.[Na+]. (2) Given the product [CH3:41][C:40]1[C:35]([C:9]2[CH:14]=[CH:13][C:12]([CH2:15][C:16]([NH:18][C@@H:19]([C:21]3[CH:26]=[CH:25][C:24]([O:27][CH2:28][C:29]([F:31])([F:32])[F:30])=[CH:23][N:22]=3)[CH3:20])=[O:17])=[CH:11][CH:10]=2)=[N:36][CH:37]=[CH:38][N:39]=1, predict the reactants needed to synthesize it. The reactants are: CC1(C)C(C)(C)OB([C:9]2[CH:14]=[CH:13][C:12]([CH2:15][C:16]([NH:18][C@@H:19]([C:21]3[CH:26]=[CH:25][C:24]([O:27][CH2:28][C:29]([F:32])([F:31])[F:30])=[CH:23][N:22]=3)[CH3:20])=[O:17])=[CH:11][CH:10]=2)O1.Cl[C:35]1[C:40]([CH3:41])=[N:39][CH:38]=[CH:37][N:36]=1.P([O-])([O-])([O-])=O.[K+].[K+].[K+]. (3) The reactants are: [Si](C=[N+]=[N-])(C)(C)[CH3:2].[NH2:8][C:9]1([C:25]([OH:27])=[O:26])[CH:18]2[CH2:19][N:20]([CH3:23])[CH2:21][CH2:22][CH:17]2[O:16][C:15]2[CH:14]=[CH:13][C:12]([Br:24])=[CH:11][C:10]1=2.C1COCC1. Given the product [NH2:8][C:9]1([C:25]([O:27][CH3:2])=[O:26])[CH:18]2[CH2:19][N:20]([CH3:23])[CH2:21][CH2:22][CH:17]2[O:16][C:15]2[CH:14]=[CH:13][C:12]([Br:24])=[CH:11][C:10]1=2, predict the reactants needed to synthesize it.